Dataset: Reaction yield outcomes from USPTO patents with 853,638 reactions. Task: Predict the reaction yield, written as a fraction of the theoretical maximum amount of product (1.0 means a 100% yield; for example, 0.34 means a 34% yield). (1) The reactants are [OH:1][CH2:2][CH:3]([NH:5][C:6]([C:8]1[CH:9]=[C:10]([C:14]#[C:15][CH2:16][CH2:17][CH2:18][C:19]([OH:21])=O)[CH:11]=[CH:12][CH:13]=1)=[O:7])[CH3:4].Cl.[CH3:23][NH2:24]. No catalyst specified. The product is [CH3:23][NH:24][C:19]([CH2:18][CH2:17][CH2:16][C:15]#[C:14][C:10]1[CH:9]=[C:8]([CH:13]=[CH:12][CH:11]=1)[C:6]([NH:5][CH:3]([CH3:4])[CH2:2][OH:1])=[O:7])=[O:21]. The yield is 0.530. (2) The catalyst is N1CCCCC1.C1C=CC=CC=1. The reactants are [C:1]([C:3]1[N:4]=[C:5]([CH3:13])[CH2:6][C:7]([CH3:12])=[N:8][C:9]=1[C:10]#[N:11])#[N:2].[CH2:14]([N:16]([CH2:25]C)[C:17]1[CH:24]=[CH:23][C:20]([CH:21]=O)=[CH:19][CH:18]=1)C. The product is [C:10]([C:9]1[N:8]=[C:7]([CH:12]=[CH:21][C:20]2[CH:23]=[CH:24][C:17]([N:16]([CH3:25])[CH3:14])=[CH:18][CH:19]=2)[CH2:6][C:5]([CH3:13])=[N:4][C:3]=1[C:1]#[N:2])#[N:11]. The yield is 0.500. (3) The reactants are [NH2:1][C@H:2]1[CH2:7][CH2:6][N:5]([C:8]2[S:9][C:10]([C:13]([O:15][CH2:16][CH3:17])=[O:14])=[CH:11][N:12]=2)[CH2:4][C@H:3]1[O:18][CH3:19].[Cl:20][C:21]1[N:22]=[C:23]([C:28](O)=[O:29])[NH:24][C:25]=1[CH2:26][CH3:27].CCN=C=NCCCN(C)C.Cl. The catalyst is CN(C1C=CN=CC=1)C. The product is [Cl:20][C:21]1[N:22]=[C:23]([C:28]([NH:1][C@H:2]2[CH2:7][CH2:6][N:5]([C:8]3[S:9][C:10]([C:13]([O:15][CH2:16][CH3:17])=[O:14])=[CH:11][N:12]=3)[CH2:4][C@H:3]2[O:18][CH3:19])=[O:29])[NH:24][C:25]=1[CH2:26][CH3:27]. The yield is 0.710. (4) The product is [CH2:1]([C:5]12[CH2:11][CH2:12][CH2:13][C:14]1([NH:21][CH3:20])[CH:9]1[CH2:10][CH:6]2[CH2:7][CH2:8]1)[CH2:2][CH2:3][CH3:4]. The yield is 0.790. The reactants are [CH2:1]([C:5]1(O)[C:11]2([CH2:14][CH2:13][CH2:12]2)[CH:9]2[CH2:10][CH:6]1[CH2:7][CH2:8]2)[CH2:2][CH2:3][CH3:4].C(O)(=O)C.[C-:20]#[N:21].[Na+].S(=O)(=O)(O)O.[H-].[Al+3].[Li+].[H-].[H-].[H-].C1COCC1. The catalyst is O.